From a dataset of Full USPTO retrosynthesis dataset with 1.9M reactions from patents (1976-2016). Predict the reactants needed to synthesize the given product. (1) Given the product [Cl:38][C:2]1[CH:7]=[CH:6][CH:5]=[CH:4][C:3]=1[CH:8]1[CH2:13][CH2:12][CH2:11][N:10]([C:14]([C:16]2[CH:21]=[CH:20][N:19]=[C:18]([N:22]([CH3:24])[CH3:23])[CH:17]=2)=[O:15])[CH2:9]1, predict the reactants needed to synthesize it. The reactants are: F[C:2]1[CH:7]=[CH:6][CH:5]=[CH:4][C:3]=1[CH:8]1[CH2:13][CH2:12][CH2:11][N:10]([C:14]([C:16]2[CH:21]=[CH:20][N:19]=[C:18]([N:22]([CH3:24])[CH3:23])[CH:17]=2)=[O:15])[CH2:9]1.CN(C)C1C=C(C=CN=1)C(O)=O.Cl.[Cl:38]C1C=CC=CC=1C1CCCNC1. (2) Given the product [Br:16][C:2]1[CH:3]=[CH:4][C:5]2[NH:6][C:7]3[C:12](=[CH:11][CH:10]=[CH:9][CH:8]=3)[C:13](=[O:15])[C:14]=2[CH:1]=1, predict the reactants needed to synthesize it. The reactants are: [CH:1]1[C:14]2[C:13](=[O:15])[C:12]3[C:7](=[CH:8][CH:9]=[CH:10][CH:11]=3)[NH:6][C:5]=2[CH:4]=[CH:3][CH:2]=1.[Br-:16].[Br-].[Br-].C([N+](CC)(CC)CC)C1C=CC=CC=1.C([N+](CC)(CC)CC)C1C=CC=CC=1.C([N+](CC)(CC)CC)C1C=CC=CC=1. (3) Given the product [C:1]([C:5]1[CH:6]=[C:7]2[C:11](=[CH:12][CH:13]=1)[C@@H:10]([NH:14][C:15]([NH:17][C:18]1[CH:26]=[CH:25][CH:24]=[C:23]3[C:19]=1[CH:20]=[N:21][NH:22]3)=[O:16])[C@@H:9]([F:27])[CH2:8]2)([CH3:4])([CH3:2])[CH3:3], predict the reactants needed to synthesize it. The reactants are: [C:1]([C:5]1[CH:6]=[C:7]2[C:11](=[CH:12][CH:13]=1)[CH:10]([NH:14][C:15]([NH:17][C:18]1[CH:26]=[CH:25][CH:24]=[C:23]3[C:19]=1[CH:20]=[N:21][NH:22]3)=[O:16])[CH:9]([F:27])[CH2:8]2)([CH3:4])([CH3:3])[CH3:2].N.CO. (4) Given the product [Cl:1][C:2]1[CH:3]=[CH:4][C:5]([C:8]2[N:9]=[C:10]([CH2:26][O:27][C:28]3[CH:33]=[CH:32][CH:31]=[CH:30][CH:29]=3)[C:11]([C:21]([O:23][CH2:24][CH3:25])=[O:22])=[N:12][C:13]=2[C:14]2[CH:19]=[CH:18][C:17]([Cl:20])=[CH:16][CH:15]=2)=[CH:6][CH:7]=1, predict the reactants needed to synthesize it. The reactants are: [Cl:1][C:2]1[CH:7]=[CH:6][C:5]([C:8]2[N:9]=[C:10]([CH2:26][OH:27])[C:11]([C:21]([O:23][CH2:24][CH3:25])=[O:22])=[N:12][C:13]=2[C:14]2[CH:19]=[CH:18][C:17]([Cl:20])=[CH:16][CH:15]=2)=[CH:4][CH:3]=1.[C:28]1(O)[CH:33]=[CH:32][CH:31]=[CH:30][CH:29]=1.C1(P(C2C=CC=CC=2)C2C=CC=CC=2)C=CC=CC=1.N(C(OCC)=O)=NC(OCC)=O. (5) Given the product [BrH:26].[CH:1]([N:4]([CH2:8][CH2:9][CH:10]([C:17]1[CH:22]=[C:21]([CH3:23])[CH:20]=[CH:19][C:18]=1[OH:24])[C:11]1[CH:12]=[CH:13][CH:14]=[CH:15][CH:16]=1)[CH:5]([CH3:7])[CH3:6])([CH3:2])[CH3:3], predict the reactants needed to synthesize it. The reactants are: [CH:1]([N:4]([CH2:8][CH2:9][CH:10]([C:17]1[CH:22]=[C:21]([CH3:23])[CH:20]=[CH:19][C:18]=1[O:24]C)[C:11]1[CH:16]=[CH:15][CH:14]=[CH:13][CH:12]=1)[CH:5]([CH3:7])[CH3:6])([CH3:3])[CH3:2].[BrH:26]. (6) Given the product [Br:15][C:3]1[N:4]2[CH:9]=[CH:8][N:7]=[CH:6][C:5]2=[N:1][CH:2]=1, predict the reactants needed to synthesize it. The reactants are: [N:1]1[CH:2]=[CH:3][N:4]2[CH:9]=[CH:8][N:7]=[CH:6][C:5]=12.C([O-])(=O)C.[Na+].[Br-:15].[K+].BrBr. (7) Given the product [F:1][C:2]1[CH:14]=[CH:13][CH:12]=[C:11]2[C:3]=1[CH:4]1[CH:9]([N:10]2[CH2:21][CH2:22][CH2:23][CH2:24][CH2:25][C:26]([O:28][CH2:29][CH3:30])=[O:27])[CH2:8][C:7]([CH3:15])([CH3:16])[CH2:6][C:5]1=[O:17], predict the reactants needed to synthesize it. The reactants are: [F:1][C:2]1[CH:14]=[CH:13][CH:12]=[C:11]2[C:3]=1[CH:4]1[CH:9]([NH:10]2)[CH2:8][C:7]([CH3:16])([CH3:15])[CH2:6][C:5]1=[O:17].[H-].[Na+].Br[CH2:21][CH2:22][CH2:23][CH2:24][CH2:25][C:26]([O:28][CH2:29][CH3:30])=[O:27].C([O-])(O)=O.[Na+]. (8) Given the product [CH3:21][O:22][CH2:23][CH2:24][O:25][C:26]1[CH:35]=[CH:34][CH:33]=[CH:32][C:27]=1[C:28](=[O:29])[CH2:17][C:16]([C:4]1[CH:5]=[CH:6][C:7]([O:8][CH2:9][C:10]2[CH:11]=[CH:12][CH:13]=[CH:14][CH:15]=2)=[C:2]([CH3:1])[CH:3]=1)=[O:18], predict the reactants needed to synthesize it. The reactants are: [CH3:1][C:2]1[CH:3]=[C:4]([C:16](=[O:18])[CH3:17])[CH:5]=[CH:6][C:7]=1[O:8][CH2:9][C:10]1[CH:15]=[CH:14][CH:13]=[CH:12][CH:11]=1.[H-].[Na+].[CH3:21][O:22][CH2:23][CH2:24][O:25][C:26]1[CH:35]=[CH:34][CH:33]=[CH:32][C:27]=1[C:28](OC)=[O:29].Cl.